From a dataset of Full USPTO retrosynthesis dataset with 1.9M reactions from patents (1976-2016). Predict the reactants needed to synthesize the given product. (1) The reactants are: [F:1][C:2]1[CH:16]=[CH:15][C:5]([CH2:6][S:7]([CH2:9][C:10]([O:12]CC)=[O:11])=[O:8])=[CH:4][CH:3]=1.[OH-].[Na+]. Given the product [F:1][C:2]1[CH:16]=[CH:15][C:5]([CH2:6][S:7]([CH2:9][C:10]([OH:12])=[O:11])=[O:8])=[CH:4][CH:3]=1, predict the reactants needed to synthesize it. (2) Given the product [Cl:34][C:35]1[CH:40]=[C:39]([Cl:41])[CH:38]=[CH:37][C:36]=1[CH2:42][NH:43][C:44]([N:20]1[CH2:21][CH2:22][CH:18]([O:17][C:16]2[CH:23]=[CH:24][C:13]([F:12])=[CH:14][CH:15]=2)[CH2:19]1)=[O:45], predict the reactants needed to synthesize it. The reactants are: S(C1C=CC(C)=CC=1)(O)(=O)=O.[F:12][C:13]1[CH:24]=[CH:23][C:16]([O:17][CH:18]2[CH2:22][CH2:21][NH:20][CH2:19]2)=[CH:15][CH:14]=1.C(N(C(C)C)CC)(C)C.[Cl:34][C:35]1[CH:40]=[C:39]([Cl:41])[CH:38]=[CH:37][C:36]=1[CH2:42][N:43]=[C:44]=[O:45]. (3) Given the product [CH2:1]([C:3]1[CH:4]=[C:5]([C:11]2[CH:12]=[CH:13][C:14]([C:17]3[CH:18]=[C:19]([CH2:22][CH2:23][C:24]([NH:26][CH2:27][C:28]4[CH:29]=[N:30][CH:31]=[CH:32][CH:33]=4)=[O:25])[NH:20][N:21]=3)=[CH:15][CH:16]=2)[CH:6]=[CH:7][C:8]=1[OH:9])[CH3:2], predict the reactants needed to synthesize it. The reactants are: [CH2:1]([C:3]1[CH:4]=[C:5]([C:11]2[CH:16]=[CH:15][C:14]([C:17]3[CH:18]=[C:19]([CH2:22][CH2:23][C:24]([NH:26][CH2:27][C:28]4[CH:29]=[N:30][CH:31]=[CH:32][CH:33]=4)=[O:25])[NH:20][N:21]=3)=[CH:13][CH:12]=2)[CH:6]=[CH:7][C:8]=1[O:9]C)[CH3:2].C(=O)=O.CC(C)=O.B(Br)(Br)Br. (4) Given the product [NH2:11][C:8]1[CH:9]=[C:10]2[C:5](=[CH:6][C:7]=1[N+:15]([O-:17])=[O:16])[N:4]([CH2:23][C:22]#[CH:21])[C:3](=[O:18])[C:2]2([CH3:1])[CH3:19], predict the reactants needed to synthesize it. The reactants are: [CH3:1][C:2]1([CH3:19])[C:10]2[C:5](=[CH:6][C:7]([N+:15]([O-:17])=[O:16])=[C:8]([NH:11]C(=O)C)[CH:9]=2)[NH:4][C:3]1=[O:18].Br[CH2:21][C:22]#[CH:23].C([O-])([O-])=O.[K+].[K+].C1CCN2C(=NCCC2)CC1. (5) Given the product [NH2:23][C@@H:24]([CH2:25][CH2:26][CH2:27][CH2:28][N:29]([CH2:30][C:31]([O:32][C:33]([CH3:36])([CH3:35])[CH3:34])=[O:37])[CH2:38][C:39]1[N:40]([CH3:44])[CH:41]=[CH:42][N:43]=1)[C:45]([OH:47])=[O:46], predict the reactants needed to synthesize it. The reactants are: N1CCCCC1.C1C2C(COC(=O)[NH:23][C@H:24]([C:45]([OH:47])=[O:46])[CH2:25][CH2:26][CH2:27][CH2:28][N:29]([CH2:38][C:39]3[N:40]([CH3:44])[CH:41]=[CH:42][N:43]=3)[CH2:30][C:31](=[O:37])[O:32][C:33]([CH3:36])([CH3:35])[CH3:34])C3C(=CC=CC=3)C=2C=CC=1.